From a dataset of Catalyst prediction with 721,799 reactions and 888 catalyst types from USPTO. Predict which catalyst facilitates the given reaction. (1) Reactant: [CH3:1][O:2][C:3]1[CH:8]=[CH:7][C:6]([CH2:9][C:10]([NH:12][C:13]2[CH:17]=[CH:16][S:15][C:14]=2[C:18]2[N:19]=[C:20]([CH3:42])[N:21](C(C3C=CC=CC=3)(C3C=CC=CC=3)C3C=CC=CC=3)[CH:22]=2)=[O:11])=[CH:5][CH:4]=1. Product: [CH3:1][O:2][C:3]1[CH:4]=[CH:5][C:6]([CH2:9][C:10]([NH:12][C:13]2[CH:17]=[CH:16][S:15][C:14]=2[C:18]2[N:19]=[C:20]([CH3:42])[NH:21][CH:22]=2)=[O:11])=[CH:7][CH:8]=1. The catalyst class is: 67. (2) Reactant: [NH:1]1[CH:5]=[N:4][CH:3]=[N:2]1.C(=O)([O-])[O-].[K+].[K+].[NH2:12][C:13]1[N:17]([C:18]2[CH:19]=[CH:20][C:21](F)=[C:22]([CH:25]=2)[C:23]#[N:24])[N:16]=[C:15]([C:27]([F:30])([F:29])[F:28])[C:14]=1[C:31]1[CH:36]=[C:35]([C:37]([F:40])([F:39])[F:38])[CH:34]=[C:33]([Cl:41])[CH:32]=1.O. Product: [NH2:12][C:13]1[N:17]([C:18]2[CH:19]=[CH:20][C:21]([N:1]3[CH:5]=[N:4][CH:3]=[N:2]3)=[C:22]([CH:25]=2)[C:23]#[N:24])[N:16]=[C:15]([C:27]([F:28])([F:29])[F:30])[C:14]=1[C:31]1[CH:36]=[C:35]([C:37]([F:39])([F:40])[F:38])[CH:34]=[C:33]([Cl:41])[CH:32]=1. The catalyst class is: 3. (3) Reactant: [NH2:1][CH2:2][CH2:3][CH2:4][N:5]1[C:9]2=[N:10][CH:11]=[CH:12][C:13]([CH2:14][CH2:15][C:16]3[CH:21]=[CH:20][C:19]([O:22][C:23](=[O:28])[C:24]([CH3:27])([CH3:26])[CH3:25])=[CH:18][CH:17]=3)=[C:8]2[C:7]([O:29][C@@H:30]2[O:56][C@H:55]([CH2:57][O:58][C:59](=[O:64])[C:60]([CH3:63])([CH3:62])[CH3:61])[C@@H:47]([O:48][C:49](=[O:54])[C:50]([CH3:53])([CH3:52])[CH3:51])[C@H:39]([O:40][C:41](=[O:46])[C:42]([CH3:45])([CH3:44])[CH3:43])[C@H:31]2[O:32][C:33](=[O:38])[C:34]([CH3:37])([CH3:36])[CH3:35])=[N:6]1.[CH2:65]([O:72][CH:73]([N:77]=[C:78]=O)C(O)=O)[C:66]1[CH:71]=[CH:70][CH:69]=[CH:68][CH:67]=1.[OH:80]N1C2C=CC=CC=2N=N1.Cl.C(N=C=NCCCN(C)C)C.Cl.CN(C)[CH:105]=[O:106]. The catalyst class is: 66. Product: [CH2:65]([O:72][C:73]([NH:77][CH2:78][C:105]([NH:1][CH2:2][CH2:3][CH2:4][N:5]1[C:9]2=[N:10][CH:11]=[CH:12][C:13]([CH2:14][CH2:15][C:16]3[CH:17]=[CH:18][C:19]([O:22][C:23](=[O:28])[C:24]([CH3:27])([CH3:26])[CH3:25])=[CH:20][CH:21]=3)=[C:8]2[C:7]([O:29][C@@H:30]2[O:56][C@H:55]([CH2:57][O:58][C:59](=[O:64])[C:60]([CH3:63])([CH3:62])[CH3:61])[C@@H:47]([O:48][C:49](=[O:54])[C:50]([CH3:53])([CH3:52])[CH3:51])[C@H:39]([O:40][C:41](=[O:46])[C:42]([CH3:43])([CH3:44])[CH3:45])[C@H:31]2[O:32][C:33](=[O:38])[C:34]([CH3:37])([CH3:35])[CH3:36])=[N:6]1)=[O:106])=[O:80])[C:66]1[CH:67]=[CH:68][CH:69]=[CH:70][CH:71]=1. (4) Reactant: [F:1][C:2]1[CH:7]=[CH:6][C:5]([CH:8]2[C:13]3=[N:14][NH:15][C:16](=[O:21])[C:17]4[CH:18]=[CH:19][CH:20]=[C:11]([C:12]=43)[NH:10][CH:9]2[C:22]2[CH:29]=[CH:28][C:25]([CH:26]=O)=[CH:24][CH:23]=2)=[CH:4][CH:3]=1.[N:30]1([C:36]([O:38][C:39]([CH3:42])([CH3:41])[CH3:40])=[O:37])[CH2:35][CH2:34][NH:33][CH2:32][CH2:31]1.C(O)(=O)C.C(O[BH-](OC(=O)C)OC(=O)C)(=O)C.[Na+]. Product: [F:1][C:2]1[CH:3]=[CH:4][C:5]([CH:8]2[C:13]3=[N:14][NH:15][C:16](=[O:21])[C:17]4[CH:18]=[CH:19][CH:20]=[C:11]([C:12]=43)[NH:10][CH:9]2[C:22]2[CH:23]=[CH:24][C:25]([CH2:26][N:33]3[CH2:34][CH2:35][N:30]([C:36]([O:38][C:39]([CH3:42])([CH3:41])[CH3:40])=[O:37])[CH2:31][CH2:32]3)=[CH:28][CH:29]=2)=[CH:6][CH:7]=1. The catalyst class is: 4. (5) Reactant: [C@@H:1]1([NH:10][C:11]2[CH:16]=[C:15]([CH2:17][C@H:18]3[CH2:34][C@@H:21]4[O:22]C(C5C=CC(OC)=CC=5)[O:24][CH2:25][C@@H:20]4[CH2:19]3)[N:14]=[CH:13][N:12]=2)[C:9]2[C:4](=[CH:5][CH:6]=[CH:7][CH:8]=2)[CH2:3][CH2:2]1.O.CC(O)=O. Product: [C@@H:1]1([NH:10][C:11]2[N:12]=[CH:13][N:14]=[C:15]([CH2:17][C@H:18]3[CH2:34][C@H:21]([OH:22])[C@H:20]([CH2:25][OH:24])[CH2:19]3)[CH:16]=2)[C:9]2[C:4](=[CH:5][CH:6]=[CH:7][CH:8]=2)[CH2:3][CH2:2]1. The catalyst class is: 1.